From a dataset of Reaction yield outcomes from USPTO patents with 853,638 reactions. Predict the reaction yield, written as a fraction of the theoretical maximum amount of product (1.0 means a 100% yield; for example, 0.34 means a 34% yield). The reactants are CS[C:3](=[N:5][C:6](=O)[C:7]1[CH:12]=[CH:11][C:10]([Cl:13])=[CH:9][C:8]=1[Cl:14])[CH3:4].[NH2:16][C:17]1[C:21]([CH:22]([CH2:25][CH3:26])[CH2:23][CH3:24])=[C:20]([CH2:27][CH3:28])[NH:19][N:18]=1. The catalyst is O1CCOCC1. The product is [Cl:14][C:8]1[CH:9]=[C:10]([Cl:13])[CH:11]=[CH:12][C:7]=1[C:6]1[N:18]2[N:19]=[C:20]([CH2:27][CH3:28])[C:21]([CH:22]([CH2:25][CH3:26])[CH2:23][CH3:24])=[C:17]2[N:16]=[C:3]([CH3:4])[N:5]=1. The yield is 0.470.